From a dataset of Reaction yield outcomes from USPTO patents with 853,638 reactions. Predict the reaction yield, written as a fraction of the theoretical maximum amount of product (1.0 means a 100% yield; for example, 0.34 means a 34% yield). (1) The reactants are CCN(C(C)C)C(C)C.C1C=CC2N(O)N=NC=2C=1.[CH3:20][O:21][CH2:22][CH2:23][C:24]([OH:26])=O.CCN=C=NCCCN(C)C.[NH2:38][C@@H:39]1[C:47]2[C:42](=[CH:43][CH:44]=[CH:45][CH:46]=2)[CH2:41][C@H:40]1[NH:48][C:49]([C:51]1[NH:52][C:53]2[C:58]([CH:59]=1)=[CH:57][C:56]([Cl:60])=[CH:55][CH:54]=2)=[O:50]. The catalyst is C(Cl)Cl. The product is [Cl:60][C:56]1[CH:57]=[C:58]2[C:53](=[CH:54][CH:55]=1)[NH:52][C:51]([C:49]([NH:48][C@@H:40]1[CH2:41][C:42]3[C:47](=[CH:46][CH:45]=[CH:44][CH:43]=3)[C@H:39]1[NH:38][C:24](=[O:26])[CH2:23][CH2:22][O:21][CH3:20])=[O:50])=[CH:59]2. The yield is 0.410. (2) The reactants are [Br:1][C:2]1[CH:8]=[CH:7][C:5]([NH2:6])=[CH:4][CH:3]=1.C[Al](C)C.[F:13][C:14]1[CH:19]=[CH:18][CH:17]=[CH:16][C:15]=1[C:20]([CH3:24])([CH3:23])[C:21]#[N:22]. The catalyst is C1(C)C=CC=CC=1. The product is [Br:1][C:2]1[CH:8]=[CH:7][C:5]([NH:6][C:21](=[NH:22])[C:20]([C:15]2[CH:16]=[CH:17][CH:18]=[CH:19][C:14]=2[F:13])([CH3:24])[CH3:23])=[CH:4][CH:3]=1. The yield is 0.390. (3) The reactants are CC(C)([O-])C.[K+].CS(C)=O.[O:11]([CH2:18][C@@H:19]1[CH2:23][CH2:22][CH2:21][N:20]1[S:24]([C:27]1[CH:28]=[C:29]2[C:33](=[CH:34][CH:35]=1)[NH:32][C:31](=[O:36])[C:30]12[O:41][CH2:40][CH2:39][CH2:38][O:37]1)(=[O:26])=[O:25])[C:12]1[CH:17]=[CH:16][CH:15]=[CH:14][CH:13]=1.[CH3:42][C:43]([CH3:47])([CH3:46])[C:44]#[N:45]. The catalyst is O. The product is [CH3:42][C:43]([CH3:47])([CH2:46][N:32]1[C:33]2[C:29](=[CH:28][C:27]([S:24]([N:20]3[CH2:21][CH2:22][CH2:23][C@H:19]3[CH2:18][O:11][C:12]3[CH:17]=[CH:16][CH:15]=[CH:14][CH:13]=3)(=[O:26])=[O:25])=[CH:35][CH:34]=2)[C:30]2([O:41][CH2:40][CH2:39][CH2:38][O:37]2)[C:31]1=[O:36])[C:44]#[N:45]. The yield is 0.843. (4) The reactants are [F:1][C:2]1[N:7]=[CH:6][C:5]([NH2:8])=[CH:4][CH:3]=1.[C:9]([S-:11])#[N:10].[K+].BrBr.O. The catalyst is C(O)(=O)C. The product is [F:1][C:2]1[N:7]=[C:6]2[S:11][C:9]([NH2:10])=[N:8][C:5]2=[CH:4][CH:3]=1. The yield is 0.692.